From a dataset of NCI-60 drug combinations with 297,098 pairs across 59 cell lines. Regression. Given two drug SMILES strings and cell line genomic features, predict the synergy score measuring deviation from expected non-interaction effect. (1) Synergy scores: CSS=47.3, Synergy_ZIP=-3.90, Synergy_Bliss=-5.32, Synergy_Loewe=-9.19, Synergy_HSA=0.369. Drug 2: CC1C(C(CC(O1)OC2CC(CC3=C2C(=C4C(=C3O)C(=O)C5=CC=CC=C5C4=O)O)(C(=O)C)O)N)O. Drug 1: CS(=O)(=O)C1=CC(=C(C=C1)C(=O)NC2=CC(=C(C=C2)Cl)C3=CC=CC=N3)Cl. Cell line: OVCAR-5. (2) Drug 1: CC1=C(C(=CC=C1)Cl)NC(=O)C2=CN=C(S2)NC3=CC(=NC(=N3)C)N4CCN(CC4)CCO. Drug 2: CC(C)CN1C=NC2=C1C3=CC=CC=C3N=C2N. Cell line: KM12. Synergy scores: CSS=-5.75, Synergy_ZIP=2.44, Synergy_Bliss=2.22, Synergy_Loewe=-6.25, Synergy_HSA=-7.01. (3) Drug 1: CCCS(=O)(=O)NC1=C(C(=C(C=C1)F)C(=O)C2=CNC3=C2C=C(C=N3)C4=CC=C(C=C4)Cl)F. Drug 2: C1=NNC2=C1C(=O)NC=N2. Cell line: HS 578T. Synergy scores: CSS=-8.22, Synergy_ZIP=3.56, Synergy_Bliss=1.73, Synergy_Loewe=-5.92, Synergy_HSA=-4.96. (4) Drug 1: C1CCN(CC1)CCOC2=CC=C(C=C2)C(=O)C3=C(SC4=C3C=CC(=C4)O)C5=CC=C(C=C5)O. Drug 2: CC1OCC2C(O1)C(C(C(O2)OC3C4COC(=O)C4C(C5=CC6=C(C=C35)OCO6)C7=CC(=C(C(=C7)OC)O)OC)O)O. Cell line: HOP-62. Synergy scores: CSS=42.8, Synergy_ZIP=1.86, Synergy_Bliss=-2.46, Synergy_Loewe=-15.9, Synergy_HSA=-4.00. (5) Drug 1: C1=CC(=C2C(=C1NCCNCCO)C(=O)C3=C(C=CC(=C3C2=O)O)O)NCCNCCO. Drug 2: C1C(C(OC1N2C=NC(=NC2=O)N)CO)O. Cell line: SW-620. Synergy scores: CSS=55.5, Synergy_ZIP=1.22, Synergy_Bliss=0.209, Synergy_Loewe=5.88, Synergy_HSA=7.68. (6) Drug 1: C1=NC2=C(N1)C(=S)N=CN2. Drug 2: CS(=O)(=O)OCCCCOS(=O)(=O)C. Cell line: OVCAR-5. Synergy scores: CSS=46.6, Synergy_ZIP=-8.70, Synergy_Bliss=-1.51, Synergy_Loewe=2.43, Synergy_HSA=3.19. (7) Drug 1: CC1C(C(CC(O1)OC2CC(OC(C2O)C)OC3=CC4=CC5=C(C(=O)C(C(C5)C(C(=O)C(C(C)O)O)OC)OC6CC(C(C(O6)C)O)OC7CC(C(C(O7)C)O)OC8CC(C(C(O8)C)O)(C)O)C(=C4C(=C3C)O)O)O)O. Drug 2: COC1=C2C(=CC3=C1OC=C3)C=CC(=O)O2. Cell line: RPMI-8226. Synergy scores: CSS=49.8, Synergy_ZIP=2.58, Synergy_Bliss=-1.81, Synergy_Loewe=-45.3, Synergy_HSA=-5.58.